From a dataset of Peptide-MHC class II binding affinity with 134,281 pairs from IEDB. Regression. Given a peptide amino acid sequence and an MHC pseudo amino acid sequence, predict their binding affinity value. This is MHC class II binding data. (1) The MHC is HLA-DQA10101-DQB10501 with pseudo-sequence HLA-DQA10101-DQB10501. The binding affinity (normalized) is 0.195. The peptide sequence is RQSGATIADVLAEKE. (2) The peptide sequence is PSMGRDIKVQFQSGG. The MHC is HLA-DQA10401-DQB10402 with pseudo-sequence HLA-DQA10401-DQB10402. The binding affinity (normalized) is 0.127. (3) The peptide sequence is AFKVAAKAANAAPAN. The MHC is DRB1_1001 with pseudo-sequence DRB1_1001. The binding affinity (normalized) is 0.656. (4) The peptide sequence is VKPLYIITPTNVSHI. The MHC is HLA-DQA10501-DQB10301 with pseudo-sequence HLA-DQA10501-DQB10301. The binding affinity (normalized) is 0.349. (5) The peptide sequence is RLNDTWKLERAVLGEVK. The MHC is DRB1_0405 with pseudo-sequence DRB1_0405. The binding affinity (normalized) is 0.0462. (6) The peptide sequence is GLIIGIFAVMLATLP. The MHC is HLA-DPA10301-DPB10402 with pseudo-sequence HLA-DPA10301-DPB10402. The binding affinity (normalized) is 0.0414. (7) The peptide sequence is MMGMFNMLSTVLGVS. The MHC is DRB4_0101 with pseudo-sequence DRB4_0103. The binding affinity (normalized) is 0.404. (8) The peptide sequence is AFILDGDKLFPKV. The MHC is DRB3_0101 with pseudo-sequence DRB3_0101. The binding affinity (normalized) is 0.866. (9) The peptide sequence is MIEEGDIHWQIISSE. The MHC is HLA-DPA10201-DPB10101 with pseudo-sequence HLA-DPA10201-DPB10101. The binding affinity (normalized) is 0.412. (10) The peptide sequence is GSLQIVDKIDAAFKI. The binding affinity (normalized) is 0.712. The MHC is DRB5_0101 with pseudo-sequence DRB5_0101.